This data is from Catalyst prediction with 721,799 reactions and 888 catalyst types from USPTO. The task is: Predict which catalyst facilitates the given reaction. (1) Reactant: [F:1][C:2]([F:14])([F:13])[C:3]1[CH:4]=[C:5]2[C:9](=[CH:10][CH:11]=1)[NH:8][N:7]=[C:6]2[NH2:12].C(O)(=O)C.[CH3:19][C:20](=O)[CH2:21][CH2:22][C:23](=O)[CH3:24].O. Product: [CH3:24][C:23]1[N:12]([C:6]2[C:5]3[C:9](=[CH:10][CH:11]=[C:3]([C:2]([F:1])([F:13])[F:14])[CH:4]=3)[NH:8][N:7]=2)[C:20]([CH3:19])=[CH:21][CH:22]=1. The catalyst class is: 11. (2) Reactant: C([N-]C(C)C)(C)C.[Li+].[CH3:9][C:10]1[CH:11]=[CH:12][C:13]2[CH2:19][O:18][CH2:17][CH2:16][N:15]([C:20]([O:22][C:23]([CH3:26])([CH3:25])[CH3:24])=[O:21])[C:14]=2[N:27]=1.[C:28](=O)([O:32]CC)[O:29][CH2:30][CH3:31]. Product: [CH2:30]([O:29][C:28](=[O:32])[CH2:9][C:10]1[CH:11]=[CH:12][C:13]2[CH2:19][O:18][CH2:17][CH2:16][N:15]([C:20]([O:22][C:23]([CH3:24])([CH3:26])[CH3:25])=[O:21])[C:14]=2[N:27]=1)[CH3:31]. The catalyst class is: 1. (3) Reactant: [H-].[Na+].[NH:3]1[CH2:8][CH2:7][O:6][CH2:5][C:4]1=[O:9].[CH2:10](Cl)[C:11]1[CH:16]=[CH:15][CH:14]=[CH:13][CH:12]=1.Cl. Product: [CH2:10]([N:3]1[CH2:8][CH2:7][O:6][CH2:5][C:4]1=[O:9])[C:11]1[CH:16]=[CH:15][CH:14]=[CH:13][CH:12]=1. The catalyst class is: 3. (4) Reactant: Cl.[C:2]1([S:8]([N:11]2[CH2:20][CH2:19][C:14]3(OCC[O:15]3)[CH2:13][CH2:12]2)(=[O:10])=[O:9])[CH:7]=[CH:6][CH:5]=[CH:4][CH:3]=1.O.[OH-].[Na+]. Product: [C:2]1([S:8]([N:11]2[CH2:12][CH2:13][C:14](=[O:15])[CH2:19][CH2:20]2)(=[O:9])=[O:10])[CH:7]=[CH:6][CH:5]=[CH:4][CH:3]=1. The catalyst class is: 15. (5) Reactant: [Cl:1][C:2]1[CH:3]=[CH:4][C:5]([OH:24])=[C:6]([C:8]2[CH2:12][CH2:11][CH2:10][C:9]=2[C:13]2[N:18]=[C:17]([C:19]([O:21][CH2:22][CH3:23])=[O:20])[CH:16]=[CH:15][CH:14]=2)[CH:7]=1.[F:25][C:26]1[CH:33]=[CH:32][CH:31]=[CH:30][C:27]=1[CH2:28]Br.C(=O)([O-])[O-].[K+].[K+]. Product: [Cl:1][C:2]1[CH:3]=[CH:4][C:5]([O:24][CH2:28][C:27]2[CH:30]=[CH:31][CH:32]=[CH:33][C:26]=2[F:25])=[C:6]([C:8]2[CH2:12][CH2:11][CH2:10][C:9]=2[C:13]2[N:18]=[C:17]([C:19]([O:21][CH2:22][CH3:23])=[O:20])[CH:16]=[CH:15][CH:14]=2)[CH:7]=1. The catalyst class is: 21. (6) Reactant: [Cl:1][C:2]1[C:3]([NH:12][S:13]([C:16]2[CH:25]=[CH:24][C:19]([C:20]([O:22][CH3:23])=[O:21])=[CH:18][CH:17]=2)(=[O:15])=[O:14])=[N:4][CH:5]=[C:6]([C:8]([F:11])([F:10])[F:9])[CH:7]=1.C([O-])([O-])=O.[K+].[K+].[CH2:32](Br)[C:33]1[CH:38]=[CH:37][CH:36]=[CH:35][CH:34]=1. Product: [CH2:32]([N:12]([C:3]1[C:2]([Cl:1])=[CH:7][C:6]([C:8]([F:11])([F:9])[F:10])=[CH:5][N:4]=1)[S:13]([C:16]1[CH:25]=[CH:24][C:19]([C:20]([O:22][CH3:23])=[O:21])=[CH:18][CH:17]=1)(=[O:15])=[O:14])[C:33]1[CH:38]=[CH:37][CH:36]=[CH:35][CH:34]=1. The catalyst class is: 3. (7) Reactant: C(=O)([O-])[O-].[Cs+].[Cs+].[I-].C([NH3+])CCC.[N:13]1[C:17]2[CH:18]=[CH:19][CH:20]=[CH:21][C:16]=2[NH:15][CH:14]=1.[CH3:22][C:23]1[CH:30]=[CH:29][C:28]([CH3:31])=[CH:27][C:24]=1[CH2:25]Br. Product: [CH3:22][C:23]1[CH:30]=[CH:29][C:28]([CH3:31])=[CH:27][C:24]=1[CH2:25][N:13]1[C:17]2[CH:18]=[CH:19][CH:20]=[CH:21][C:16]=2[N:15]=[CH:14]1. The catalyst class is: 3. (8) Reactant: [NH2:1][CH2:2][CH2:3][N:4]1[C:8]2=[N:9][CH:10]=[N:11][C:12]([NH2:13])=[C:7]2[C:6]([I:14])=[N:5]1.[Cl:15][C:16]1[CH:23]=[CH:22][C:19]([CH:20]=O)=[CH:18][CH:17]=1.[BH3-]C#N.[Na+].C(O)(=O)C. Product: [Cl:15][C:16]1[CH:23]=[CH:22][C:19]([CH2:20][NH:1][CH2:2][CH2:3][N:4]2[C:8]3=[N:9][CH:10]=[N:11][C:12]([NH2:13])=[C:7]3[C:6]([I:14])=[N:5]2)=[CH:18][CH:17]=1. The catalyst class is: 5. (9) Reactant: [Cl:1][C:2]1[CH:7]=[CH:6][C:5]([C:8]2[C:14]3[C:15]([CH3:20])=[C:16]([CH:18]=[O:19])[S:17][C:13]=3[N:12]3[C:21]([CH3:24])=[N:22][N:23]=[C:11]3[C@H:10]([CH2:25][C:26]([O:28][CH3:29])=[O:27])[N:9]=2)=[CH:4][CH:3]=1.P([O-])(O)(O)=[O:31].[Na+].OO.Cl([O-])=O.[Na+].S([O-])([O-])=O.[Na+].[Na+]. Product: [Cl:1][C:2]1[CH:3]=[CH:4][C:5]([C:8]2[C:14]3[C:15]([CH3:20])=[C:16]([C:18]([OH:31])=[O:19])[S:17][C:13]=3[N:12]3[C:21]([CH3:24])=[N:22][N:23]=[C:11]3[C@H:10]([CH2:25][C:26]([O:28][CH3:29])=[O:27])[N:9]=2)=[CH:6][CH:7]=1. The catalyst class is: 47.